From a dataset of Forward reaction prediction with 1.9M reactions from USPTO patents (1976-2016). Predict the product of the given reaction. (1) The product is: [CH2:19]([N:21]1[C:9]([CH2:10][CH3:11])=[CH:8][C:2]([C:3]([O:5][CH2:6][CH3:7])=[O:4])=[N:22]1)[CH3:20]. Given the reactants O=[C:2]([CH2:8][C:9](=O)[CH2:10][CH3:11])[C:3]([O:5][CH2:6][CH3:7])=[O:4].C(O)(=O)C(O)=O.[CH2:19]([NH:21][NH2:22])[CH3:20], predict the reaction product. (2) Given the reactants [Cl-].O[NH3+:3].[C:4](=[O:7])([O-])[OH:5].[Na+].CS(C)=O.[CH2:13]([C:17]1[N:18]=[C:19]([CH3:46])[N:20]([C:40]2[CH:45]=[CH:44][CH:43]=[CH:42][CH:41]=2)[C:21](=[O:39])[C:22]=1[CH2:23][C:24]1[CH:29]=[CH:28][C:27]([C:30]2[C:31]([C:36]#[N:37])=[CH:32][CH:33]=[CH:34][CH:35]=2)=[CH:26][C:25]=1[F:38])[CH2:14][CH2:15][CH3:16], predict the reaction product. The product is: [CH2:13]([C:17]1[N:18]=[C:19]([CH3:46])[N:20]([C:40]2[CH:45]=[CH:44][CH:43]=[CH:42][CH:41]=2)[C:21](=[O:39])[C:22]=1[CH2:23][C:24]1[CH:29]=[CH:28][C:27]([C:30]2[CH:35]=[CH:34][CH:33]=[CH:32][C:31]=2[C:36]2[NH:3][C:4](=[O:7])[O:5][N:37]=2)=[CH:26][C:25]=1[F:38])[CH2:14][CH2:15][CH3:16]. (3) Given the reactants [CH3:1][NH:2][N:3]1[CH:7]=[C:6]([C:8]2[CH:9]=[N:10][CH:11]=[CH:12][CH:13]=2)[N:5]=[C:4]1[CH3:14].[CH3:15][S:16][CH:17]([CH3:22])[CH2:18][C:19](Cl)=[O:20].C([O-])([O-])=O.[K+].[K+], predict the reaction product. The product is: [CH3:1][N:2]([N:3]1[CH:7]=[C:6]([C:8]2[CH:9]=[N:10][CH:11]=[CH:12][CH:13]=2)[N:5]=[C:4]1[CH3:14])[C:19](=[O:20])[CH2:18][CH:17]([S:16][CH3:15])[CH3:22]. (4) Given the reactants Cl[C:2]1[C:11]2=[N:12][N:13]([CH2:16][CH2:17][CH3:18])[C:14]([CH3:15])=[C:10]2[C:9]2[CH:8]=[CH:7][CH:6]=[CH:5][C:4]=2[N:3]=1.[NH3:19], predict the reaction product. The product is: [CH3:15][C:14]1[N:13]([CH2:16][CH2:17][CH3:18])[N:12]=[C:11]2[C:10]=1[C:9]1[CH:8]=[CH:7][CH:6]=[CH:5][C:4]=1[N:3]=[C:2]2[NH2:19].